This data is from Full USPTO retrosynthesis dataset with 1.9M reactions from patents (1976-2016). The task is: Predict the reactants needed to synthesize the given product. (1) Given the product [Br:1][C:2]1[CH:8]=[CH:7][C:5]([S:15]([Cl:18])(=[O:17])=[O:16])=[C:4]([CH3:9])[C:3]=1[CH3:10], predict the reactants needed to synthesize it. The reactants are: [Br:1][C:2]1[CH:8]=[CH:7][C:5](N)=[C:4]([CH3:9])[C:3]=1[CH3:10].N([O-])=O.[Na+].[S:15](=[O:17])=[O:16].[ClH:18]. (2) Given the product [C:29]([O:28][C:27]([NH:26][C@H:21]1[CH2:22][CH2:23][CH2:24][CH2:25][C@H:20]1[NH:19][C:2]1[N:7]=[C:6]([CH3:8])[C:5]([C:9]([O:11][CH3:12])=[O:10])=[C:4]([C:13]2[CH:14]=[N:15][N:16]([CH3:18])[CH:17]=2)[N:3]=1)=[O:33])([CH3:32])([CH3:30])[CH3:31], predict the reactants needed to synthesize it. The reactants are: Cl[C:2]1[N:7]=[C:6]([CH3:8])[C:5]([C:9]([O:11][CH3:12])=[O:10])=[C:4]([C:13]2[CH:14]=[N:15][N:16]([CH3:18])[CH:17]=2)[N:3]=1.[NH2:19][C@@H:20]1[CH2:25][CH2:24][CH2:23][CH2:22][C@@H:21]1[NH:26][C:27](=[O:33])[O:28][C:29]([CH3:32])([CH3:31])[CH3:30].CCN(CC)CC.